Dataset: Retrosynthesis with 50K atom-mapped reactions and 10 reaction types from USPTO. Task: Predict the reactants needed to synthesize the given product. (1) Given the product COc1cc(C(O)[C@@H](C)NC(=O)OC(C)(C)C)ccc1SC, predict the reactants needed to synthesize it. The reactants are: COc1cc(C(=O)[C@@H](C)NC(=O)OC(C)(C)C)ccc1SC. (2) Given the product N#Cc1nc2cnc(N3CCC(Oc4cc(F)ccc4Br)CC3)nc2s1, predict the reactants needed to synthesize it. The reactants are: NC(=O)c1nc2cnc(N3CCC(Oc4cc(F)ccc4Br)CC3)nc2s1. (3) Given the product COC(=O)Cc1cc(Cl)c(Oc2ccc(NC(=O)CC(C)C)c(Br)c2)c(Cl)c1, predict the reactants needed to synthesize it. The reactants are: CC(C)CC(=O)Cl.COC(=O)Cc1cc(Cl)c(Oc2ccc(N)c(Br)c2)c(Cl)c1. (4) Given the product COC(=O)c1ccc(C#N)cc1F, predict the reactants needed to synthesize it. The reactants are: COC(=O)c1ccc(Br)cc1F.[C-]#N. (5) Given the product CCCCCCCCOc1ccc(-c2ccc(Br)cc2F)cc1F, predict the reactants needed to synthesize it. The reactants are: CCCCCCCCOc1ccc(-c2ccc(Br)cc2)c(F)c1F. (6) Given the product CC(C)CC(C(=O)O)c1cc(-c2ccc(C(F)(F)F)cc2)cc(C2CCCC(C)N2)c1, predict the reactants needed to synthesize it. The reactants are: CCOC(=O)C(CC(C)C)c1cc(-c2ccc(C(F)(F)F)cc2)cc(C2CCCC(C)N2)c1. (7) Given the product C[SiH](C)OC(C1CCCCN1Cc1ccccc1)C(C)(C)C, predict the reactants needed to synthesize it. The reactants are: BrCc1ccccc1.C[SiH](C)OC(C1CCCCN1)C(C)(C)C.